This data is from Reaction yield outcomes from USPTO patents with 853,638 reactions. The task is: Predict the reaction yield, written as a fraction of the theoretical maximum amount of product (1.0 means a 100% yield; for example, 0.34 means a 34% yield). The reactants are [F:1][C:2]1[CH:3]=[C:4]([N:9]2[CH2:13][C@@H:12]([CH2:14][N:15]3C(=O)C4C(=CC=CC=4)C3=O)[O:11][C:10]2=[O:26])[CH:5]=[CH:6][C:7]=1[I:8].O.NN. The catalyst is C(O)C. The product is [NH2:15][CH2:14][C@@H:12]1[O:11][C:10](=[O:26])[N:9]([C:4]2[CH:5]=[CH:6][C:7]([I:8])=[C:2]([F:1])[CH:3]=2)[CH2:13]1. The yield is 0.952.